From a dataset of Catalyst prediction with 721,799 reactions and 888 catalyst types from USPTO. Predict which catalyst facilitates the given reaction. Reactant: Br[CH2:2][C:3]1[C:8]([CH3:9])=[CH:7][CH:6]=[CH:5][C:4]=1[N:10]1[C:14](=[O:15])[N:13]([CH3:16])[N:12]=[N:11]1.[F:17][C:18]1[CH:23]=[CH:22][CH:21]=[CH:20][C:19]=1[N:24]1[CH:28]=[CH:27][C:26]([OH:29])=[N:25]1.C(=O)([O-])[O-].[K+].[K+].C(#N)C. Product: [F:17][C:18]1[CH:23]=[CH:22][CH:21]=[CH:20][C:19]=1[N:24]1[CH:28]=[CH:27][C:26]([O:29][CH2:2][C:3]2[C:8]([CH3:9])=[CH:7][CH:6]=[CH:5][C:4]=2[N:10]2[C:14](=[O:15])[N:13]([CH3:16])[N:12]=[N:11]2)=[N:25]1. The catalyst class is: 6.